This data is from Reaction yield outcomes from USPTO patents with 853,638 reactions. The task is: Predict the reaction yield, written as a fraction of the theoretical maximum amount of product (1.0 means a 100% yield; for example, 0.34 means a 34% yield). The reactants are [OH-].[K+].[Br:3][C:4]1[C:5]([C:16]2[CH:21]=[CH:20][CH:19]=[CH:18][CH:17]=2)=[C:6]([C:11]([O:13]CC)=[O:12])[N:7]([CH3:10])[C:8]=1[CH3:9]. The catalyst is O.C(O)C. The product is [Br:3][C:4]1[C:5]([C:16]2[CH:21]=[CH:20][CH:19]=[CH:18][CH:17]=2)=[C:6]([C:11]([OH:13])=[O:12])[N:7]([CH3:10])[C:8]=1[CH3:9]. The yield is 0.690.